This data is from Forward reaction prediction with 1.9M reactions from USPTO patents (1976-2016). The task is: Predict the product of the given reaction. Given the reactants [CH3:1][NH:2][C:3]1[C:8]([NH2:9])=[CH:7][C:6]([C:10]([F:13])([F:12])[F:11])=[CH:5][N:4]=1.[F:14][C:15]1[C:16]([CH:21]=O)=[N:17][CH:18]=[CH:19][CH:20]=1.S([O-])(O)=O.[Na+].CN(CC1C=C(CN(C)C)C(O)=C(CN(C)C)C=1)C.C(=O)(O)[O-].[Na+], predict the reaction product. The product is: [F:14][C:15]1[C:16]([C:21]2[N:2]([CH3:1])[C:3]3=[N:4][CH:5]=[C:6]([C:10]([F:11])([F:12])[F:13])[CH:7]=[C:8]3[N:9]=2)=[N:17][CH:18]=[CH:19][CH:20]=1.